This data is from Forward reaction prediction with 1.9M reactions from USPTO patents (1976-2016). The task is: Predict the product of the given reaction. (1) Given the reactants CS(O)(=O)=O.[CH:6]1[C:11]([C@H:12]2[C@H:17]([CH2:18][O:19][C:20]3[CH:21]=[CH:22][C:23]4[O:28][CH2:27][O:26][C:24]=4[CH:25]=3)[CH2:16][NH:15][CH2:14][CH2:13]2)=[CH:10][CH:9]=[C:8]([F:29])[CH:7]=1.C(OCC)(=O)C, predict the reaction product. The product is: [CH:10]1[C:11]([C@H:12]2[C@H:17]([CH2:18][O:19][C:20]3[CH:21]=[CH:22][C:23]4[O:28][CH2:27][O:26][C:24]=4[CH:25]=3)[CH2:16][NH:15][CH2:14][CH2:13]2)=[CH:6][CH:7]=[C:8]([F:29])[CH:9]=1. (2) The product is: [OH:57][C:54]1[CH:55]=[CH:56][C:51]([CH2:50][CH2:49][S:1][CH:7]([CH2:11][C:12]2[CH:13]=[CH:14][C:15]([CH2:18][CH2:19][O:20][C:21]3[CH:22]=[CH:23][C:24]([O:27][S:28]([CH3:31])(=[O:29])=[O:30])=[CH:25][CH:26]=3)=[CH:16][CH:17]=2)[C:33]([O:36][CH3:37])=[O:38])=[CH:52][CH:53]=1. Given the reactants [S:1](=O)(=O)(O)O.Cl[CH:7]([CH2:11][C:12]1[CH:17]=[CH:16][C:15]([CH2:18][CH2:19][O:20][C:21]2[CH:26]=[CH:25][C:24]([O:27][S:28]([CH3:31])(=[O:30])=[O:29])=[CH:23][CH:22]=2)=[CH:14][CH:13]=1)C([O-])=O.[NH4+].[CH:33]([O:38]C)([O:36][CH3:37])OC.C(O[CH2:49][CH2:50][C:51]1[CH:56]=[CH:55][C:54]([OH:57])=[CH:53][CH:52]=1)(=S)C1C=CC=CC=1.C[O-].[Na+], predict the reaction product. (3) Given the reactants [CH3:1][O:2][C:3]1[CH:8]=[CH:7][CH:6]=[CH:5][C:4]=1[S:9]([N:12]([CH3:25])[C:13]1[CH:14]=[CH:15][CH:16]=[C:17]2[C:21]=1[NH:20][C:19]([C:22](=[S:24])[NH2:23])=[CH:18]2)(=[O:11])=[O:10].[C:26]([O:31][CH2:32][CH3:33])(=[O:30])[C:27]#[C:28][CH3:29].C(P(CCCC)CCCC)CCC.C1(C)C=CC=CC=1, predict the reaction product. The product is: [CH3:1][O:2][C:3]1[CH:8]=[CH:7][CH:6]=[CH:5][C:4]=1[S:9]([N:12]([CH3:25])[C:13]1[CH:14]=[CH:15][CH:16]=[C:17]2[C:21]=1[NH:20][C:19]([C:22]1[S:24][CH:28]([CH2:27][C:26]([O:31][CH2:32][CH3:33])=[O:30])[CH2:29][N:23]=1)=[CH:18]2)(=[O:11])=[O:10]. (4) Given the reactants [NH2:1][C:2]1[N:7]=[CH:6][N:5]=[C:4]2[N:8]([C@@H:23]3[CH2:27][N:26]([C:28]([O:30][C:31]([CH3:34])([CH3:33])[CH3:32])=[O:29])[C@H:25]([CH2:35][O:36][Si](C(C)(C)C)(C4C=CC=CC=4)C4C=CC=CC=4)[CH2:24]3)[N:9]=[C:10]([C:11]#[C:12][C:13]3[CH:18]=[C:17]([O:19][CH3:20])[CH:16]=[C:15]([O:21][CH3:22])[CH:14]=3)[C:3]=12.C([N+](CCCC)(CCCC)CCCC)CCC, predict the reaction product. The product is: [NH2:1][C:2]1[N:7]=[CH:6][N:5]=[C:4]2[N:8]([C@@H:23]3[CH2:27][N:26]([C:28]([O:30][C:31]([CH3:32])([CH3:33])[CH3:34])=[O:29])[C@H:25]([CH2:35][OH:36])[CH2:24]3)[N:9]=[C:10]([C:11]#[C:12][C:13]3[CH:14]=[C:15]([O:21][CH3:22])[CH:16]=[C:17]([O:19][CH3:20])[CH:18]=3)[C:3]=12. (5) Given the reactants [Cl:1][C:2]1[N:7]=[CH:6][C:5]([CH2:8][OH:9])=[CH:4][CH:3]=1.[C:10]([Si:14](Cl)([CH3:16])[CH3:15])([CH3:13])([CH3:12])[CH3:11].N1C=CN=C1.C(O)(C(F)(F)F)=O, predict the reaction product. The product is: [Si:14]([O:9][CH2:8][C:5]1[CH:4]=[CH:3][C:2]([Cl:1])=[N:7][CH:6]=1)([C:10]([CH3:13])([CH3:12])[CH3:11])([CH3:16])[CH3:15]. (6) Given the reactants [Cl:1][C:2]1[CH:3]=[CH:4][C:5]([C:10]#[C:11][CH2:12][OH:13])=[N:6][C:7]=1[O:8][CH3:9].[H-].COCCO[Al+]OCCOC.[Na+].[H-].[I:28]N1C(=O)CCC1=O.Cl, predict the reaction product. The product is: [Cl:1][C:2]1[CH:3]=[CH:4][C:5](/[C:10](/[I:28])=[CH:11]/[CH2:12][OH:13])=[N:6][C:7]=1[O:8][CH3:9]. (7) Given the reactants [CH3:1][C:2]1[O:6][N:5]=[C:4]([C:7]2[CH:12]=[CH:11][CH:10]=[CH:9][CH:8]=2)[C:3]=1[C:13]([NH:15][NH2:16])=[O:14].[Cl:17][C:18]1[CH:26]=[CH:25][C:21]([C:22](O)=O)=[CH:20][N:19]=1.[Cl-].ClC1N(C)C=C[N+]=1C.C(N(CC)C(C)C)(C)C, predict the reaction product. The product is: [Cl:17][C:18]1[CH:26]=[CH:25][C:21]([C:22]2[O:14][C:13]([C:3]3[C:4]([C:7]4[CH:12]=[CH:11][CH:10]=[CH:9][CH:8]=4)=[N:5][O:6][C:2]=3[CH3:1])=[N:15][N:16]=2)=[CH:20][N:19]=1.